Regression/Classification. Given a drug SMILES string, predict its absorption, distribution, metabolism, or excretion properties. Task type varies by dataset: regression for continuous measurements (e.g., permeability, clearance, half-life) or binary classification for categorical outcomes (e.g., BBB penetration, CYP inhibition). Dataset: cyp2c9_veith. From a dataset of CYP2C9 inhibition data for predicting drug metabolism from PubChem BioAssay. (1) The molecule is CC(Oc1ccc(Cl)cc1)c1ccnn1S(=O)(=O)c1ccccc1. The result is 1 (inhibitor). (2) The drug is COCCN1C(=O)C(=O)/C(=C(/O)c2cccc(OC)c2)C1c1ccco1. The result is 0 (non-inhibitor). (3) The compound is COc1ccccc1CNc1ncncc1-c1cccnc1. The result is 0 (non-inhibitor). (4) The molecule is COc1cccc2c1C(=N)c1c(O)c3c(c(O)c1C2=O)C[C@](O)(C(C)=O)C[C@@H]3O[C@H]1C[C@H](N)[C@@H](O)[C@H](C)O1. The result is 0 (non-inhibitor). (5) The molecule is CSc1ccc2c(c1)[C@H](N1CCN(C)CC1)Cc1ccccc1S2. The result is 0 (non-inhibitor).